This data is from Full USPTO retrosynthesis dataset with 1.9M reactions from patents (1976-2016). The task is: Predict the reactants needed to synthesize the given product. (1) Given the product [NH2:16][C@H:17]1[C@H:22]([NH:23][C:24]([C:26]2[NH:27][C:28]([CH2:32][CH3:33])=[C:29]([Cl:31])[N:30]=2)=[O:25])[CH2:21][CH2:20][N:19]([C:34]2[S:35][C:36]([C:40]([O:42][CH2:43][CH3:44])=[O:41])=[C:37]([CH3:39])[N:38]=2)[CH2:18]1, predict the reactants needed to synthesize it. The reactants are: Br.C(O)(=O)C.C(OC([NH:16][C@H:17]1[C@H:22]([NH:23][C:24]([C:26]2[NH:27][C:28]([CH2:32][CH3:33])=[C:29]([Cl:31])[N:30]=2)=[O:25])[CH2:21][CH2:20][N:19]([C:34]2[S:35][C:36]([C:40]([O:42][CH2:43][CH3:44])=[O:41])=[C:37]([CH3:39])[N:38]=2)[CH2:18]1)=O)C1C=CC=CC=1.C(=O)(O)[O-].[Na+]. (2) The reactants are: F[C:2]1[CH:3]=[C:4]([C:9]2[CH:10]=[C:11]([CH2:19]O)[CH:12]=[N:13][C:14]=2[O:15][CH2:16][CH2:17]C)[CH:5]=[CH:6][C:7]=1[F:8].BrC1C(OCC)=NC=C(C[N:29]2[C:33]([CH3:34])=[N:32][N:31]=[N:30]2)C=1.FC1C=CC(B(O)O)=CC=1. Given the product [CH2:16]([O:15][C:14]1[C:9]([C:4]2[CH:5]=[CH:6][C:7]([F:8])=[CH:2][CH:3]=2)=[CH:10][C:11]([CH2:19][N:29]2[C:33]([CH3:34])=[N:32][N:31]=[N:30]2)=[CH:12][N:13]=1)[CH3:17], predict the reactants needed to synthesize it. (3) Given the product [CH3:1][C:2]1[C:3]([N:9]2[CH2:10][CH2:11][N:12]([C:18]([C:17]3[CH:21]=[CH:22][C:23]([I:25])=[CH:24][C:16]=3[F:15])=[O:19])[CH2:13][CH2:14]2)=[N:4][CH:5]=[C:6]([CH3:8])[CH:7]=1, predict the reactants needed to synthesize it. The reactants are: [CH3:1][C:2]1[C:3]([N:9]2[CH2:14][CH2:13][NH:12][CH2:11][CH2:10]2)=[N:4][CH:5]=[C:6]([CH3:8])[CH:7]=1.[F:15][C:16]1[CH:24]=[C:23]([I:25])[CH:22]=[CH:21][C:17]=1[C:18](O)=[O:19]. (4) Given the product [CH2:11]([O:10][C:6]([CH:7]1[CH2:8][CH:2]2[O:1][CH:5]1[CH:4]=[CH:3]2)=[O:9])[CH3:12], predict the reactants needed to synthesize it. The reactants are: [O:1]1[CH:5]=[CH:4][CH:3]=[CH:2]1.[C:6]([O:10][CH2:11][CH3:12])(=[O:9])[CH:7]=[CH2:8].